This data is from Forward reaction prediction with 1.9M reactions from USPTO patents (1976-2016). The task is: Predict the product of the given reaction. The product is: [CH3:26][O:25][C:23]([O:11][C@H:10]1[CH2:9][CH2:8][C@H:7]2[C@H:6]3[C@H:5]([CH2:4][CH2:3][C@:2]12[CH3:1])[C@:20]1([CH3:21])[C:14](=[CH:15][C:16](=[O:17])[CH2:18][CH2:19]1)[CH2:13][CH2:12]3)=[O:24]. Given the reactants [CH3:1][C@@:2]12[C@@H:10]([OH:11])[CH2:9][CH2:8][C@H:7]1[C@@H:6]1[CH2:12][CH2:13][C:14]3[C@@:20]([CH3:21])([C@H:5]1[CH2:4][CH2:3]2)[CH2:19][CH2:18][C:16](=[O:17])[CH:15]=3.Cl[C:23]([O:25][CH3:26])=[O:24], predict the reaction product.